This data is from Full USPTO retrosynthesis dataset with 1.9M reactions from patents (1976-2016). The task is: Predict the reactants needed to synthesize the given product. (1) Given the product [NH2:1][C:2]1[NH:3][C:4](=[O:34])[C:5]2[S:10][C:9](=[O:11])[N:8]([C@@H:12]3[O:24][C@H:23]([CH2:25][OH:26])[C@@H:18]([O:19][C:20](=[O:22])[CH3:21])[C@H:13]3[O:14][C:15](=[O:17])[CH3:16])[C:6]=2[N:7]=1, predict the reactants needed to synthesize it. The reactants are: [NH2:1][C:2]1[NH:3][C:4](=[O:34])[C:5]2[S:10][C:9](=[O:11])[N:8]([C@@H:12]3[O:24][C@H:23]([CH2:25][O:26][Si](C(C)(C)C)(C)C)[C@@H:18]([O:19][C:20](=[O:22])[CH3:21])[C@H:13]3[O:14][C:15](=[O:17])[CH3:16])[C:6]=2[N:7]=1.[F-].C([N+](CCCC)(CCCC)CCCC)CCC. (2) Given the product [C:1]([O:5][C:6]([N:8]([CH2:10][C:11]1[CH:16]=[CH:15][CH:14]=[CH:13][CH:12]=1)[NH:9][C:19]1[CH:20]=[CH:21][CH:22]=[C:23]([CH3:24])[C:18]=1[CH3:17])=[O:7])([CH3:4])([CH3:2])[CH3:3], predict the reactants needed to synthesize it. The reactants are: [C:1]([O:5][C:6]([N:8]([CH2:10][C:11]1[CH:16]=[CH:15][CH:14]=[CH:13][CH:12]=1)[NH2:9])=[O:7])([CH3:4])([CH3:3])[CH3:2].[CH3:17][C:18]1[C:23]([CH3:24])=[CH:22][CH:21]=[CH:20][C:19]=1B(O)O.C(N(CC)CC)C.